Dataset: Full USPTO retrosynthesis dataset with 1.9M reactions from patents (1976-2016). Task: Predict the reactants needed to synthesize the given product. (1) The reactants are: C([N:8]([CH2:19][CH2:20][C:21]1[CH:26]=[CH:25][C:24]([S:27]([C:30]2[CH:40]=[CH:39][C:33]([C:34]([O:36][CH2:37][CH3:38])=[O:35])=[CH:32][N:31]=2)(=[O:29])=[O:28])=[CH:23][CH:22]=1)[CH2:9][C@@H:10]([C:12]1[CH:17]=[CH:16][CH:15]=[C:14]([Cl:18])[CH:13]=1)[OH:11])C1C=CC=CC=1.Cl. Given the product [Cl:18][C:14]1[CH:13]=[C:12]([C@@H:10]([OH:11])[CH2:9][NH:8][CH2:19][CH2:20][C:21]2[CH:26]=[CH:25][C:24]([S:27]([C:30]3[CH:40]=[CH:39][C:33]([C:34]([O:36][CH2:37][CH3:38])=[O:35])=[CH:32][N:31]=3)(=[O:28])=[O:29])=[CH:23][CH:22]=2)[CH:17]=[CH:16][CH:15]=1, predict the reactants needed to synthesize it. (2) Given the product [Si:63]([O:70][CH2:71][CH2:72][N:58]1[CH2:59][CH2:60][CH2:61][C@H:57]1[CH2:56][O:55][C:51]1[CH:50]=[C:49]2[C:54]([C:45]([NH:44][C:42]3[CH:41]=[N:40][N:39]([CH2:38][C:37]([NH:36][C:32]4[CH:33]=[CH:34][CH:35]=[C:30]([F:29])[CH:31]=4)=[O:62])[CH:43]=3)=[N:46][CH:47]=[N:48]2)=[CH:53][CH:52]=1)([C:66]([CH3:69])([CH3:68])[CH3:67])([CH3:65])[CH3:64], predict the reactants needed to synthesize it. The reactants are: C(O[BH-](OC(=O)C)OC(=O)C)(=O)C.[Na+].FC(F)(F)C(O)=O.FC(F)(F)C(O)=O.[F:29][C:30]1[CH:31]=[C:32]([NH:36][C:37](=[O:62])[CH2:38][N:39]2[CH:43]=[C:42]([NH:44][C:45]3[C:54]4[C:49](=[CH:50][C:51]([O:55][CH2:56][C@@H:57]5[CH2:61][CH2:60][CH2:59][NH:58]5)=[CH:52][CH:53]=4)[N:48]=[CH:47][N:46]=3)[CH:41]=[N:40]2)[CH:33]=[CH:34][CH:35]=1.[Si:63]([O:70][CH2:71][CH:72]=O)([C:66]([CH3:69])([CH3:68])[CH3:67])([CH3:65])[CH3:64].[OH-].[Na+]. (3) Given the product [OH:20][C:9]1[CH:8]=[C:7]2[C:12]([C:13]([C:14]3[CH:19]=[CH:18][CH:17]=[CH:16][CH:15]=3)=[C:5]([C:3]([OH:4])=[O:2])[C:6]2=[O:21])=[CH:11][CH:10]=1, predict the reactants needed to synthesize it. The reactants are: C[O:2][C:3]([C:5]1[C:6](=[O:21])[C:7]2[C:12]([C:13]=1[C:14]1[CH:19]=[CH:18][CH:17]=[CH:16][CH:15]=1)=[CH:11][CH:10]=[C:9]([OH:20])[CH:8]=2)=[O:4].CSC.B(Br)(Br)Br.C(=O)(O)[O-].[Na+].Cl. (4) Given the product [CH2:1]([N:3]1[C:11]2[C:6](=[CH:7][C:8]([C:12]3[NH:13][C:14]4[N:15]([N:19]=[C:20]([CH3:25])[C:21]=4[C:22]([NH:41][CH2:38][C:39]#[CH:40])=[O:24])[C:16](=[O:18])[CH:17]=3)=[CH:9][CH:10]=2)[CH:5]=[N:4]1)[CH3:2], predict the reactants needed to synthesize it. The reactants are: [CH2:1]([N:3]1[C:11]2[C:6](=[CH:7][C:8]([C:12]3[NH:13][C:14]4[N:15]([N:19]=[C:20]([CH3:25])[C:21]=4[C:22]([OH:24])=O)[C:16](=[O:18])[CH:17]=3)=[CH:9][CH:10]=2)[CH:5]=[N:4]1)[CH3:2].C1N=CN(C(N2C=NC=C2)=O)C=1.[CH2:38]([NH2:41])[C:39]#[CH:40]. (5) Given the product [CH3:38][N:7]([CH3:6])[C@@H:8]1[CH2:12][CH2:11][N:10]([C:13]2[CH:18]=[C:17]([O:19][CH3:20])[C:16]([NH:21][C:22]3[N:27]=[C:26]([C:28]4[CH:29]=[N:30][N:31]5[CH:36]=[CH:35][CH:34]=[CH:33][C:32]=45)[CH:25]=[CH:24][N:23]=3)=[CH:15][C:14]=2[NH:37][C:1](=[O:4])[CH:2]=[CH2:3])[CH2:9]1, predict the reactants needed to synthesize it. The reactants are: [C:1](Cl)(=[O:4])[CH:2]=[CH2:3].[CH3:6][N:7]([CH3:38])[C@@H:8]1[CH2:12][CH2:11][N:10]([C:13]2[CH:18]=[C:17]([O:19][CH3:20])[C:16]([NH:21][C:22]3[N:27]=[C:26]([C:28]4[CH:29]=[N:30][N:31]5[CH:36]=[CH:35][CH:34]=[CH:33][C:32]=45)[CH:25]=[CH:24][N:23]=3)=[CH:15][C:14]=2[NH2:37])[CH2:9]1. (6) Given the product [S:12]1[C:10]2[N:11]([C:7]3[C:8]([N:9]=2)=[CH:13][CH:14]=[C:5]([CH2:3][OH:4])[CH:6]=3)[CH2:18][CH2:17][CH2:16]1, predict the reactants needed to synthesize it. The reactants are: CO[C:3]([C:5]1[CH:14]=[CH:13][C:8]2[NH:9][C:10](=[S:12])[NH:11][C:7]=2[CH:6]=1)=[O:4].Br[CH2:16][CH2:17][CH2:18]Br.Cl.[OH-].[Na+]. (7) Given the product [CH2:32]([O:36][CH2:37][CH2:38][O:39][C:40]1[CH:48]=[CH:47][C:46]([Cl:49])=[CH:45][C:41]=1[C:42]([NH:1][CH:2]1[C:8](=[O:9])[NH:7][C:6]2[CH:19]=[CH:20][CH:21]=[CH:22][C:5]=2[C:4]([C:23]2[C:28]([Cl:29])=[CH:27][C:26]([Cl:30])=[CH:25][C:24]=2[Cl:31])=[N:3]1)=[O:43])[CH2:33][CH2:34][CH3:35], predict the reactants needed to synthesize it. The reactants are: [NH2:1][CH:2]1[C:8](=[O:9])[N:7](CC2C=CC(OC)=CC=2)[C:6]2[CH:19]=[CH:20][CH:21]=[CH:22][C:5]=2[C:4]([C:23]2[C:28]([Cl:29])=[CH:27][C:26]([Cl:30])=[CH:25][C:24]=2[Cl:31])=[N:3]1.[CH2:32]([O:36][CH2:37][CH2:38][O:39][C:40]1[CH:48]=[CH:47][C:46]([Cl:49])=[CH:45][C:41]=1[C:42](O)=[O:43])[CH2:33][CH2:34][CH3:35]. (8) Given the product [Cl:15][C:16]1[CH:17]=[CH:18][C:19]([CH2:20][N:21]2[C:7](=[O:9])[C:6]3[N:5]([CH3:12])[C:4]([CH2:13][CH3:14])=[N:3][C:2]=3[NH:1][C:22]2=[O:23])=[CH:24][CH:25]=1, predict the reactants needed to synthesize it. The reactants are: [NH2:1][C:2]1[N:3]=[C:4]([CH2:13][CH3:14])[N:5]([CH3:12])[C:6]=1[C:7]([O:9]CC)=O.[Cl:15][C:16]1[CH:25]=[CH:24][C:19]([CH2:20][N:21]=[C:22]=[O:23])=[CH:18][CH:17]=1.CO.C(O)(=O)C. (9) Given the product [Cl:7][C:8]1[C:17]2[C:12](=[CH:13][C:14]([O:18][CH3:19])=[CH:15][CH:16]=2)[CH:11]=[CH:10][C:9]=1[CH:20]=[O:2], predict the reactants needed to synthesize it. The reactants are: I([O-])(=O)(=O)=[O:2].[Na+].[Cl:7][C:8]1[C:17]2[C:12](=[CH:13][C:14]([O:18][CH3:19])=[CH:15][CH:16]=2)[CH:11]=[CH:10][C:9]=1[CH:20]=C. (10) Given the product [CH:1]1([C:4]2[N:5]=[C:6]3[CH:11]=[CH:10][C:9]([I:12])=[CH:8][N:7]3[C:13]=2[CH2:14][OH:16])[CH2:3][CH2:2]1, predict the reactants needed to synthesize it. The reactants are: [CH:1]1([C:4]2[N:5]=[C:6]3[CH:11]=[CH:10][C:9]([I:12])=[CH:8][N:7]3[CH:13]=2)[CH2:3][CH2:2]1.[C:14]([O-])(=[O:16])C.[Na+].C=O.